Binary Classification. Given a T-cell receptor sequence (or CDR3 region) and an epitope sequence, predict whether binding occurs between them. From a dataset of TCR-epitope binding with 47,182 pairs between 192 epitopes and 23,139 TCRs. The epitope is CINGVCWTV. The TCR CDR3 sequence is CASSLRSDTEAFF. Result: 1 (the TCR binds to the epitope).